The task is: Predict which catalyst facilitates the given reaction.. This data is from Catalyst prediction with 721,799 reactions and 888 catalyst types from USPTO. (1) Reactant: [Si]([C:8]#[C:9][C:10]1[S:14][C:13]([NH:15][C:16]2[CH:21]=[CH:20][CH:19]=[C:18]([CH2:22][N:23]3[CH2:28][CH2:27][O:26][CH2:25][CH2:24]3)[N:17]=2)=[C:12]([C:29]([NH2:31])=[O:30])[CH:11]=1)(C(C)(C)C)(C)C.CCCC[N+](CCCC)(CCCC)CCCC.[F-]. Product: [C:9]([C:10]1[S:14][C:13]([NH:15][C:16]2[CH:21]=[CH:20][CH:19]=[C:18]([CH2:22][N:23]3[CH2:24][CH2:25][O:26][CH2:27][CH2:28]3)[N:17]=2)=[C:12]([C:29]([NH2:31])=[O:30])[CH:11]=1)#[CH:8]. The catalyst class is: 20. (2) Reactant: [Si:1]([O:8][CH2:9][C:10]1([CH3:38])[S:16][CH2:15][CH2:14][N:13]2[C:17]([C:20]3([C:23]4[CH:28]=[CH:27][C:26](B5OC(C)(C)C(C)(C)O5)=[CH:25][CH:24]=4)[CH2:22][CH2:21]3)=[N:18][N:19]=[C:12]2[CH2:11]1)([C:4]([CH3:7])([CH3:6])[CH3:5])([CH3:3])[CH3:2].Cl[C:40]1[C:47]([F:48])=[CH:46][C:43]([C:44]#[N:45])=[CH:42][N:41]=1.C(=O)([O-])[O-].[K+].[K+].C(=O)([O-])O.[Na+]. Product: [Si:1]([O:8][CH2:9][C:10]1([CH3:38])[S:16][CH2:15][CH2:14][N:13]2[C:17]([C:20]3([C:23]4[CH:28]=[CH:27][C:26]([C:40]5[C:47]([F:48])=[CH:46][C:43]([C:44]#[N:45])=[CH:42][N:41]=5)=[CH:25][CH:24]=4)[CH2:21][CH2:22]3)=[N:18][N:19]=[C:12]2[CH2:11]1)([C:4]([CH3:5])([CH3:7])[CH3:6])([CH3:2])[CH3:3]. The catalyst class is: 437.